From a dataset of Full USPTO retrosynthesis dataset with 1.9M reactions from patents (1976-2016). Predict the reactants needed to synthesize the given product. (1) Given the product [C:39]([C:36]1[CH:35]=[CH:34][C:33]([S:30]([N:29]([CH3:43])[CH:27]([C:17]2[N:16]([C:13]3[CH:14]=[CH:15][C:10]([N:51]4[CH2:50][CH2:55][O:7][CH2:53][CH2:52]4)=[CH:11][CH:12]=3)[C:25](=[O:26])[C:24]3[C:19](=[CH:20][CH:21]=[CH:22][CH:23]=3)[N:18]=2)[CH3:28])(=[O:31])=[O:32])=[CH:38][CH:37]=1)([CH3:40])([CH3:41])[CH3:42], predict the reactants needed to synthesize it. The reactants are: S1C=CC=C1B(O)[OH:7].Br[C:10]1[CH:15]=[CH:14][C:13]([N:16]2[C:25](=[O:26])[C:24]3[C:19](=[CH:20][CH:21]=[CH:22][CH:23]=3)[N:18]=[C:17]2[CH:27]([N:29]([CH3:43])[S:30]([C:33]2[CH:38]=[CH:37][C:36]([C:39]([CH3:42])([CH3:41])[CH3:40])=[CH:35][CH:34]=2)(=[O:32])=[O:31])[CH3:28])=[CH:12][CH:11]=1.BrC1C=C2[C:52](=[CH:53]C=1)[N:51]=[C:50]([CH:55](N(C)S(C1C=CC(C(C)(C)C)=CC=1)(=O)=O)C)N(C1C=CC(C)=CC=1)C2=O. (2) Given the product [CH2:1]([O:3][C:4](=[O:28])[CH2:5][C:6]1[CH:7]=[C:8]([C:14]2[CH:19]=[CH:18][C:17]([C:20]3[CH:21]=[N:22][N:23]([CH3:25])[CH:24]=3)=[CH:16][C:15]=2[CH2:26][NH:31][CH2:29][CH3:30])[C:9]([O:12][CH3:13])=[CH:10][CH:11]=1)[CH3:2], predict the reactants needed to synthesize it. The reactants are: [CH2:1]([O:3][C:4](=[O:28])[CH2:5][C:6]1[CH:7]=[C:8]([C:14]2[CH:19]=[CH:18][C:17]([C:20]3[CH:21]=[N:22][N:23]([CH3:25])[CH:24]=3)=[CH:16][C:15]=2[CH:26]=O)[C:9]([O:12][CH3:13])=[CH:10][CH:11]=1)[CH3:2].[CH2:29]([NH2:31])[CH3:30].